This data is from Reaction yield outcomes from USPTO patents with 853,638 reactions. The task is: Predict the reaction yield, written as a fraction of the theoretical maximum amount of product (1.0 means a 100% yield; for example, 0.34 means a 34% yield). (1) The reactants are [C:1]([C:3]1[CH:8]=[CH:7][C:6]([CH3:9])=[CH:5][CH:4]=1)#[CH:2].[Li]CCCC.[C:15](Cl)(=[O:18])[O:16][CH3:17]. The catalyst is C1COCC1. The product is [CH3:17][O:16][C:15](=[O:18])[C:2]#[C:1][C:3]1[CH:8]=[CH:7][C:6]([CH3:9])=[CH:5][CH:4]=1. The yield is 0.535. (2) The reactants are Br.[Br:2][CH2:3][CH2:4][CH2:5][NH2:6].[CH2:7]([O:14][C:15](ON1C(=O)CCC1=O)=[O:16])[C:8]1[CH:13]=[CH:12][CH:11]=[CH:10][CH:9]=1. The catalyst is C(Cl)Cl. The product is [CH2:7]([O:14][C:15]([NH:6][CH2:5][CH2:4][CH2:3][Br:2])=[O:16])[C:8]1[CH:13]=[CH:12][CH:11]=[CH:10][CH:9]=1. The yield is 0.920. (3) The reactants are Cl[CH2:2][C:3]([NH:5][C:6]1[CH:11]=[CH:10][C:9]([C:12]2[CH:17]=[CH:16][C:15]([C:18]([F:21])([F:20])[F:19])=[CH:14][CH:13]=2)=[CH:8][C:7]=1[OH:22])=[O:4].C(=O)([O-])[O-].[K+].[K+]. The catalyst is CN(C)C=O.O. The product is [F:19][C:18]([F:21])([F:20])[C:15]1[CH:16]=[CH:17][C:12]([C:9]2[CH:10]=[CH:11][C:6]3[NH:5][C:3](=[O:4])[CH2:2][O:22][C:7]=3[CH:8]=2)=[CH:13][CH:14]=1. The yield is 0.590. (4) The reactants are [C:1]([O:5][C:6]([N:8]1[CH2:13][CH2:12][O:11][C:10]2[CH:14]=[C:15](Br)[CH:16]=[N:17][C:9]1=2)=[O:7])([CH3:4])([CH3:3])[CH3:2].[C:19]([O:23]CC1C=CC=CC=1)(=[O:22])[CH:20]=[CH2:21].CC1C=CC=CC=1P(C1C=CC=CC=1C)C1C=CC=CC=1C.CCN(C(C)C)C(C)C.N#N. The catalyst is C(#N)CC.CC([O-])=O.CC([O-])=O.[Pd+2]. The product is [C:1]([O:5][C:6]([N:8]1[CH2:13][CH2:12][O:11][C:10]2[CH:14]=[C:15](/[CH:21]=[CH:20]/[C:19]([OH:23])=[O:22])[CH:16]=[N:17][C:9]1=2)=[O:7])([CH3:4])([CH3:3])[CH3:2]. The yield is 0.730. (5) The reactants are [CH2:1]([C:3]1[C:8](=[O:9])[NH:7][C:6]([CH3:10])=[C:5]([C:11]2[S:15][C:14]([C:16]([OH:18])=O)=[CH:13][CH:12]=2)[CH:4]=1)[CH3:2].[CH3:19][O:20][NH:21][CH3:22]. No catalyst specified. The product is [CH3:19][O:20][N:21]([CH3:22])[C:16]([C:14]1[S:15][C:11]([C:5]2[CH:4]=[C:3]([CH2:1][CH3:2])[C:8](=[O:9])[NH:7][C:6]=2[CH3:10])=[CH:12][CH:13]=1)=[O:18]. The yield is 0.850. (6) The reactants are [OH-].[Na+].C([O:5][C:6](=[O:45])[CH2:7][C:8]1[CH:9]=[N:10][C:11]([C:14]2[CH:19]=[CH:18][C:17]([C:20]([CH2:42][CH3:43])([C:23]3[CH:28]=[CH:27][C:26](/[CH:29]=[CH:30]/[C:31]([OH:40])([C:36]([F:39])([F:38])[F:37])[C:32]([F:35])([F:34])[F:33])=[C:25]([CH3:41])[CH:24]=3)[CH2:21][CH3:22])=[CH:16][C:15]=2[CH3:44])=[CH:12][CH:13]=1)C.Cl. The catalyst is CO. The product is [CH2:21]([C:20]([C:17]1[CH:18]=[CH:19][C:14]([C:11]2[N:10]=[CH:9][C:8]([CH2:7][C:6]([OH:45])=[O:5])=[CH:13][CH:12]=2)=[C:15]([CH3:44])[CH:16]=1)([C:23]1[CH:28]=[CH:27][C:26](/[CH:29]=[CH:30]/[C:31]([OH:40])([C:32]([F:34])([F:35])[F:33])[C:36]([F:39])([F:37])[F:38])=[C:25]([CH3:41])[CH:24]=1)[CH2:42][CH3:43])[CH3:22]. The yield is 1.00. (7) The reactants are P(Cl)(Cl)(Cl)=O.[F:6][C:7]1[CH:12]=[CH:11][CH:10]=[CH:9][C:8]=1[CH2:13][C:14]([OH:16])=O.C([O-])(O)=O.[Na+].[OH-].[Na+].[CH3:24][N:25]([CH3:28])[CH:26]=O. No catalyst specified. The product is [CH3:24][N:25]([CH3:28])[CH:26]=[C:13]([C:8]1[CH:9]=[CH:10][CH:11]=[CH:12][C:7]=1[F:6])[CH:14]=[O:16]. The yield is 0.770. (8) The reactants are [NH2:1][C:2]1[CH:3]=[N:4][C:5]([NH:8][C:9](=[O:11])[CH3:10])=[N:6][CH:7]=1.N1C=CC=CC=1.Cl[C:19]([O:21][CH2:22][C:23]([Cl:26])([Cl:25])[Cl:24])=[O:20]. The catalyst is O1CCCC1. The product is [C:9]([NH:8][C:5]1[N:6]=[CH:7][C:2]([NH:1][C:19](=[O:20])[O:21][CH2:22][C:23]([Cl:26])([Cl:25])[Cl:24])=[CH:3][N:4]=1)(=[O:11])[CH3:10]. The yield is 0.0910. (9) The reactants are C1COCC1.[BH4-].[Na+].[C:8]([NH:11][C@H:12]([C@H:18]([OH:34])[CH2:19][CH2:20][CH2:21][CH2:22][CH2:23][CH2:24][CH2:25][CH2:26][CH2:27][CH2:28][CH2:29][CH2:30][CH2:31][CH2:32][CH3:33])[C:13](OCC)=[O:14])(=[O:10])[CH3:9].C(OCC)(=O)C. The catalyst is O. The product is [C:8]([NH:11][C@H:12]([C@H:18]([OH:34])[CH2:19][CH2:20][CH2:21][CH2:22][CH2:23][CH2:24][CH2:25][CH2:26][CH2:27][CH2:28][CH2:29][CH2:30][CH2:31][CH2:32][CH3:33])[CH2:13][OH:14])(=[O:10])[CH3:9]. The yield is 0.840.